Dataset: Full USPTO retrosynthesis dataset with 1.9M reactions from patents (1976-2016). Task: Predict the reactants needed to synthesize the given product. The reactants are: C[O:2][C:3](=O)[C:4]1[CH:9]=[CH:8][C:7]([C:10]2[N:11]([CH2:23][C:24]3[CH:29]=[CH:28][C:27]([C:30]([F:36])([F:35])[P:31]([OH:34])([OH:33])=[O:32])=[C:26]([Br:37])[CH:25]=3)[C:12](=[O:22])[N:13]([CH2:15][C:16]3[CH:21]=[CH:20][CH:19]=[CH:18][CH:17]=3)[CH:14]=2)=[CH:6][CH:5]=1.[NH3:39]. Given the product [CH2:15]([N:13]1[CH:14]=[C:10]([C:7]2[CH:6]=[CH:5][C:4]([C:3](=[O:2])[NH2:39])=[CH:9][CH:8]=2)[N:11]([CH2:23][C:24]2[CH:29]=[CH:28][C:27]([C:30]([P:31](=[O:32])([OH:34])[OH:33])([F:35])[F:36])=[C:26]([Br:37])[CH:25]=2)[C:12]1=[O:22])[C:16]1[CH:21]=[CH:20][CH:19]=[CH:18][CH:17]=1, predict the reactants needed to synthesize it.